From a dataset of Forward reaction prediction with 1.9M reactions from USPTO patents (1976-2016). Predict the product of the given reaction. (1) Given the reactants [CH:1]1([C:6]2[NH:7][C:8](=O)[C:9]3[CH2:14][CH2:13][CH2:12][C:10]=3[N:11]=2)[CH2:5][CH2:4][CH2:3][CH2:2]1.O=P(Cl)(Cl)[Cl:18], predict the reaction product. The product is: [Cl:18][C:8]1[C:9]2[CH2:14][CH2:13][CH2:12][C:10]=2[N:11]=[C:6]([CH:1]2[CH2:5][CH2:4][CH2:3][CH2:2]2)[N:7]=1. (2) Given the reactants [N:1]1([CH2:10][CH2:11][O:12][C:13]2[CH:28]=[CH:27][C:16]([CH2:17][CH:18]([C:23]([O:25]C)=[O:24])[C:19]([O:21][CH3:22])=[O:20])=[CH:15][CH:14]=2)[C:5]2=[N:6][CH:7]=[CH:8][CH:9]=[C:4]2[CH:3]=[CH:2]1.[OH-].[Na+], predict the reaction product. The product is: [CH3:22][O:21][C:19](=[O:20])[CH:18]([CH2:17][C:16]1[CH:27]=[CH:28][C:13]([O:12][CH2:11][CH2:10][N:1]2[C:5]3=[N:6][CH:7]=[CH:8][CH:9]=[C:4]3[CH:3]=[CH:2]2)=[CH:14][CH:15]=1)[C:23]([OH:25])=[O:24]. (3) Given the reactants [F:1][C:2]([F:20])([F:19])[C:3]([C:10]1[CH:16]=[C:15]([I:17])[C:13]([NH2:14])=[C:12]([I:18])[CH:11]=1)([O:8][CH3:9])[C:4]([F:7])([F:6])[F:5].[N+:21]([C:24]1[CH:25]=[C:26]([CH:30]=[CH:31][CH:32]=1)[C:27](Cl)=[O:28])([O-:23])=[O:22].O, predict the reaction product. The product is: [F:20][C:2]([F:19])([F:1])[C:3]([C:10]1[CH:11]=[C:12]([I:18])[C:13]([NH:14][C:27](=[O:28])[C:26]2[CH:30]=[CH:31][CH:32]=[C:24]([N+:21]([O-:23])=[O:22])[CH:25]=2)=[C:15]([I:17])[CH:16]=1)([O:8][CH3:9])[C:4]([F:7])([F:6])[F:5]. (4) Given the reactants C([Si](C)(C)[O:6][CH2:7][C:8]1([O:12][C:13]2[CH:14]=[C:15]([CH:32]=[C:33]([C:35](=[O:43])[NH:36][C:37]3[CH:41]=[CH:40][N:39]([CH3:42])[N:38]=3)[CH:34]=2)[O:16][C:17]2[N:18]=[CH:19][C:20]([C:23]3[O:27][N:26]=[C:25]([C:28]([NH:30][CH3:31])=[O:29])[N:24]=3)=[N:21][CH:22]=2)[CH2:11][CH2:10][CH2:9]1)(C)(C)C.C1COCC1.Cl, predict the reaction product. The product is: [OH:6][CH2:7][C:8]1([O:12][C:13]2[CH:14]=[C:15]([CH:32]=[C:33]([C:35](=[O:43])[NH:36][C:37]3[CH:41]=[CH:40][N:39]([CH3:42])[N:38]=3)[CH:34]=2)[O:16][C:17]2[N:18]=[CH:19][C:20]([C:23]3[O:27][N:26]=[C:25]([C:28]([NH:30][CH3:31])=[O:29])[N:24]=3)=[N:21][CH:22]=2)[CH2:11][CH2:10][CH2:9]1.